Dataset: Forward reaction prediction with 1.9M reactions from USPTO patents (1976-2016). Task: Predict the product of the given reaction. Given the reactants Br[CH:2]([CH3:11])[C:3]([C:5]1[N:10]=[CH:9][CH:8]=[CH:7][N:6]=1)=[O:4].C([O-])=[O:13].[Na+], predict the reaction product. The product is: [OH:13][CH:2]([CH3:11])[C:3]([C:5]1[N:10]=[CH:9][CH:8]=[CH:7][N:6]=1)=[O:4].